Dataset: Full USPTO retrosynthesis dataset with 1.9M reactions from patents (1976-2016). Task: Predict the reactants needed to synthesize the given product. (1) Given the product [Cl:31][C:28]1[CH:27]=[CH:26][C:25]([C@H:24]2[N:23]3[C:22]([S:32][C:2]([C:3]([O:5][CH2:6][CH3:7])=[O:4])=[C:8]3[CH:9]([CH3:11])[CH3:10])=[N:21][C@:20]2([C:17]2[CH:18]=[CH:19][C:14]([Cl:13])=[CH:15][CH:16]=2)[CH3:33])=[CH:30][CH:29]=1, predict the reactants needed to synthesize it. The reactants are: Cl[CH:2]([C:8](=O)[CH:9]([CH3:11])[CH3:10])[C:3]([O:5][CH2:6][CH3:7])=[O:4].[Cl:13][C:14]1[CH:19]=[CH:18][C:17]([C@@:20]2([CH3:33])[C@@H:24]([C:25]3[CH:30]=[CH:29][C:28]([Cl:31])=[CH:27][CH:26]=3)[NH:23][C:22](=[S:32])[NH:21]2)=[CH:16][CH:15]=1. (2) Given the product [F:36][C:2]([F:1])([CH2:28][O:29][C:30]1[CH:31]=[CH:32][CH:33]=[CH:34][CH:35]=1)[CH2:3][O:4][C:5]1[CH:10]=[CH:9][C:8]([CH:11]2[CH2:16][CH2:15][N:14]([C:17]([O:19][CH2:20][C:21]3[CH:26]=[CH:25][CH:24]=[CH:23][CH:22]=3)=[O:18])[CH2:13][CH:12]2[O:27][CH2:38][C:39]2[CH:40]=[CH:41][C:42]3[O:47][CH2:46][C:45](=[O:48])[N:44]([CH2:49][CH2:50][CH2:51][O:52][CH3:53])[C:43]=3[CH:54]=2)=[CH:7][CH:6]=1, predict the reactants needed to synthesize it. The reactants are: [F:1][C:2]([F:36])([CH2:28][O:29][C:30]1[CH:35]=[CH:34][CH:33]=[CH:32][CH:31]=1)[CH2:3][O:4][C:5]1[CH:10]=[CH:9][C:8]([CH:11]2[CH2:16][CH2:15][N:14]([C:17]([O:19][CH2:20][C:21]3[CH:26]=[CH:25][CH:24]=[CH:23][CH:22]=3)=[O:18])[CH2:13][CH:12]2[OH:27])=[CH:7][CH:6]=1.Cl[CH2:38][C:39]1[CH:40]=[CH:41][C:42]2[O:47][CH2:46][C:45](=[O:48])[N:44]([CH2:49][CH2:50][CH2:51][O:52][CH3:53])[C:43]=2[CH:54]=1.